This data is from Full USPTO retrosynthesis dataset with 1.9M reactions from patents (1976-2016). The task is: Predict the reactants needed to synthesize the given product. (1) Given the product [OH:59][C@H:60]1[CH2:61][CH2:52][N:37]([NH:3][CH2:4]/[CH:5]=[CH:6]\[C:7]2[CH:12]=[C:11]([F:13])[CH:10]=[CH:9][C:8]=2[S:14]([NH:17][C:18]2[C:27]([C:28]([O:30][CH3:31])=[O:29])=[C:26]3[C:21]([CH:22]4[CH2:32][CH:23]4[CH2:24][O:25]3)=[CH:20][CH:19]=2)(=[O:15])=[O:16])[CH2:55]1, predict the reactants needed to synthesize it. The reactants are: C([NH:3][CH2:4]/[CH:5]=[CH:6]\[C:7]1[CH:12]=[C:11]([F:13])[CH:10]=[CH:9][C:8]=1[S:14]([NH:17][C:18]1[C:27]([C:28]([O:30][CH3:31])=[O:29])=[C:26]2[C:21]([CH:22]3[CH2:32][CH:23]3[CH2:24][O:25]2)=[CH:20][CH:19]=1)(=[O:16])=[O:15])C.COC([N:37]([C:52]1[C:61](C(OC)=O)=[C:60]2[C:55](C3CC3C[O:59]2)=CC=1)S(C1C=CC(F)=CC=1/C=C\CO)(=O)=O)=O.O[C@H]1CCNC1. (2) The reactants are: Cl[C:2]1[S:3][C:4]2[C:5]([N:10]=1)=[N:6][CH:7]=[CH:8][CH:9]=2.[OH:11][C:12]1[CH:19]=[CH:18][C:15]([CH:16]=[O:17])=[CH:14][CH:13]=1.C([O-])([O-])=O.[K+].[K+]. Given the product [S:3]1[C:4]2[C:5](=[N:6][CH:7]=[CH:8][CH:9]=2)[N:10]=[C:2]1[O:11][C:12]1[CH:19]=[CH:18][C:15]([CH:16]=[O:17])=[CH:14][CH:13]=1, predict the reactants needed to synthesize it.